Dataset: Catalyst prediction with 721,799 reactions and 888 catalyst types from USPTO. Task: Predict which catalyst facilitates the given reaction. (1) Reactant: [Cl:1][C:2]1[CH:3]=[C:4]([N:9]=[C:10]=[S:11])[CH:5]=[C:6]([Cl:8])[CH:7]=1.Cl.[NH2:13][CH2:14][C:15](OCC)=[O:16]. Product: [Cl:1][C:2]1[CH:3]=[C:4]([N:9]2[C:15](=[O:16])[CH2:14][NH:13][C:10]2=[S:11])[CH:5]=[C:6]([Cl:8])[CH:7]=1. The catalyst class is: 2. (2) Reactant: Br[C:2]1[S:6][C:5]2=[C:7]([C:10]3[CH:11]=[N:12][CH:13]=[CH:14][CH:15]=3)[N:8]=[CH:9][N:4]2[C:3]=1[CH2:16][O:17][Si:18]([CH2:23][CH3:24])([CH2:21][CH3:22])[CH2:19][CH3:20].C([Mg]Br)C.CN(OC)[C:31](=[O:34])[CH2:32][CH3:33].[Cl-].[NH4+]. Product: [C:31]([C:2]1[S:6][C:5]2=[C:7]([C:10]3[CH:11]=[N:12][CH:13]=[CH:14][CH:15]=3)[N:8]=[CH:9][N:4]2[C:3]=1[CH2:16][O:17][Si:18]([CH2:23][CH3:24])([CH2:21][CH3:22])[CH2:19][CH3:20])(=[O:34])[CH2:32][CH3:33]. The catalyst class is: 7. (3) Reactant: [Cl:1][C:2]1[CH:18]=[C:17]([Cl:19])[CH:16]=[CH:15][C:3]=1[CH2:4][NH:5][C:6](=[O:14])[C:7]1[CH:12]=[CH:11][C:10]([OH:13])=[N:9][CH:8]=1.Br[CH2:21][C:22]1[CH:27]=[CH:26][C:25]([S:28]([CH3:31])(=[O:30])=[O:29])=[CH:24][CH:23]=1.C(=O)([O-])[O-].[K+].[K+]. Product: [Cl:1][C:2]1[CH:18]=[C:17]([Cl:19])[CH:16]=[CH:15][C:3]=1[CH2:4][NH:5][C:6]([C:7]1[CH:12]=[CH:11][C:10](=[O:13])[N:9]([CH2:21][C:22]2[CH:23]=[CH:24][C:25]([S:28]([CH3:31])(=[O:30])=[O:29])=[CH:26][CH:27]=2)[CH:8]=1)=[O:14]. The catalyst class is: 10. (4) Reactant: [Li+].C[Si]([N-][Si](C)(C)C)(C)C.[CH3:11][N:12]1[CH2:17][CH2:16][C:15](=[O:18])[CH2:14][CH2:13]1.C1(N([S:26]([C:29]([F:32])([F:31])[F:30])(=[O:28])=[O:27])[S:26]([C:29]([F:32])([F:31])[F:30])(=[O:28])=[O:27])C=CC=CC=1. Product: [F:30][C:29]([F:32])([F:31])[S:26]([O:18][C:15]1[CH2:14][CH2:13][N:12]([CH3:11])[CH2:17][CH:16]=1)(=[O:28])=[O:27]. The catalyst class is: 1. (5) Reactant: [C:1]1([S:7]([N:10]2[C:14]3=[N:15][CH:16]=[C:17]([O:19][CH3:20])[CH:18]=[C:13]3[C:12](I)=[CH:11]2)(=[O:9])=[O:8])[CH:6]=[CH:5][CH:4]=[CH:3][CH:2]=1.C([Mg]Cl)(C)C.[C:27]([O:31][C:32](=[O:52])[N:33]([CH2:42][C:43]1[C:44]([O:50][CH3:51])=[N:45][CH:46]=[C:47]([F:49])[CH:48]=1)[C:34]1[N:39]=[CH:38][C:37]([CH:40]=[O:41])=[CH:36][N:35]=1)([CH3:30])([CH3:29])[CH3:28].[Cl-].[NH4+]. Product: [C:27]([O:31][C:32](=[O:52])[N:33]([C:34]1[N:39]=[CH:38][C:37]([CH:40]([C:12]2[C:13]3[C:14](=[N:15][CH:16]=[C:17]([O:19][CH3:20])[CH:18]=3)[N:10]([S:7]([C:1]3[CH:6]=[CH:5][CH:4]=[CH:3][CH:2]=3)(=[O:9])=[O:8])[CH:11]=2)[OH:41])=[CH:36][N:35]=1)[CH2:42][C:43]1[C:44]([O:50][CH3:51])=[N:45][CH:46]=[C:47]([F:49])[CH:48]=1)([CH3:30])([CH3:28])[CH3:29]. The catalyst class is: 7.